Task: Predict the reaction yield, written as a fraction of the theoretical maximum amount of product (1.0 means a 100% yield; for example, 0.34 means a 34% yield).. Dataset: Reaction yield outcomes from USPTO patents with 853,638 reactions (1) The reactants are [NH2:1][C:2]1[CH:9]=[CH:8][C:5]([CH2:6][NH2:7])=[CH:4][CH:3]=1.[C:10](O[C:10]([O:12][C:13]([CH3:16])([CH3:15])[CH3:14])=[O:11])([O:12][C:13]([CH3:16])([CH3:15])[CH3:14])=[O:11]. The catalyst is CO. The product is [C:13]([O:12][C:10](=[O:11])[NH:7][CH2:6][C:5]1[CH:8]=[CH:9][C:2]([NH2:1])=[CH:3][CH:4]=1)([CH3:16])([CH3:15])[CH3:14]. The yield is 0.830. (2) The reactants are OC[C:3]1[CH:12]=[N:11][C:10]2[N:9]3[CH2:13][CH2:14][CH2:15][C@H:8]3[C:7](=[O:16])[NH:6][C:5]=2[CH:4]=1.Cl.Cl.FC1C=CC(N2CCNCC2)=C(C)C=1.[I-].C(C[P+](C)(C)C)#N.C(N(CC)C(C)C)(C)C. The catalyst is C(#N)CC. The product is [N:11]1[C:10]2[N:9]3[CH2:13][CH2:14][CH2:15][CH:8]3[C:7](=[O:16])[NH:6][C:5]=2[CH:4]=[CH:3][CH:12]=1. The yield is 0.567. (3) The reactants are [CH3:1][O:2][C:3]1[CH:8]=[CH:7][C:6]([C:9]2[O:10][C:11]3[C:12](=[C:14]([C:18]([OH:20])=O)[CH:15]=[CH:16][CH:17]=3)[N:13]=2)=[CH:5][CH:4]=1.Cl.Cl.[NH2:23][CH:24]1[CH2:31][CH:30]2[N:32]([CH3:33])[CH:26]([CH2:27][CH2:28][CH2:29]2)[CH2:25]1. No catalyst specified. The product is [CH3:33][N:32]1[CH:26]2[CH2:27][CH2:28][CH2:29][CH:30]1[CH2:31][CH:24]([NH:23][C:18]([C:14]1[CH:15]=[CH:16][CH:17]=[C:11]3[O:10][C:9]([C:6]4[CH:5]=[CH:4][C:3]([O:2][CH3:1])=[CH:8][CH:7]=4)=[N:13][C:12]=13)=[O:20])[CH2:25]2. The yield is 0.600. (4) The reactants are [N:1]([CH2:4][CH2:5][O:6][CH2:7][CH2:8][O:9][CH2:10][CH2:11][O:12][CH2:13][CH2:14][O:15][CH2:16][CH2:17][O:18][CH2:19][CH2:20][O:21][CH2:22][CH2:23][O:24][CH2:25][CH2:26][OH:27])=[N+:2]=[N-:3].[C:28]1(C)[C:29]([S:34](Cl)(=[O:36])=[O:35])=[CH:30][CH:31]=[CH:32][CH:33]=1.N1C=CC=C[CH:40]=1. The catalyst is CN(C)C1C=CN=CC=1. The product is [C:32]1([CH3:40])[CH:33]=[CH:28][C:29]([S:34]([O:27][CH2:26][CH2:25][O:24][CH2:23][CH2:22][O:21][CH2:20][CH2:19][O:18][CH2:17][CH2:16][O:15][CH2:14][CH2:13][O:12][CH2:11][CH2:10][O:9][CH2:8][CH2:7][O:6][CH2:5][CH2:4][N:1]=[N+:2]=[N-:3])(=[O:35])=[O:36])=[CH:30][CH:31]=1. The yield is 0.250. (5) The reactants are C([O:3][C:4]([C:6]1[C:7](=[O:29])[O:8][C:9]2[C:14]([CH:15]=1)=[CH:13][CH:12]=[C:11]([O:16][C@H:17]1[CH2:21][CH2:20][N:19]([C:22]([O:24][C:25]([CH3:28])([CH3:27])[CH3:26])=[O:23])[CH2:18]1)[CH:10]=2)=[CH2:5])C.[Br:30]N1C(=O)CCC1=O. The catalyst is C1COCC1.O. The product is [Br:30][CH2:3][C:4]([C:6]1[C:7](=[O:29])[O:8][C:9]2[C:14]([CH:15]=1)=[CH:13][CH:12]=[C:11]([O:16][C@H:17]1[CH2:21][CH2:20][N:19]([C:22]([O:24][C:25]([CH3:28])([CH3:27])[CH3:26])=[O:23])[CH2:18]1)[CH:10]=2)=[O:5]. The yield is 0.900. (6) The reactants are [CH2:1]([O:3][C:4](=[O:41])[C:5]([CH2:26][CH2:27][CH2:28][CH2:29][C:30]([CH3:40])([CH3:39])[CH2:31][O:32]C1CCCCO1)([CH2:11][CH2:12][CH2:13][CH2:14][C:15]([CH3:25])([CH3:24])[CH2:16][O:17]C1CCCCO1)[C:6]([O:8][CH2:9][CH3:10])=[O:7])[CH3:2].C(O)C. The catalyst is Cl.O. The product is [CH2:9]([O:8][C:6](=[O:7])[C:5]([CH2:26][CH2:27][CH2:28][CH2:29][C:30]([CH3:39])([CH3:40])[CH2:31][OH:32])([CH2:11][CH2:12][CH2:13][CH2:14][C:15]([CH3:24])([CH3:25])[CH2:16][OH:17])[C:4]([O:3][CH2:1][CH3:2])=[O:41])[CH3:10]. The yield is 0.840. (7) The reactants are C([NH:5][S:6]([C:9]1[CH:10]=[C:11]([C:15]2[CH:20]=[CH:19][CH:18]=[C:17]([C:21]3[N:26]=[C:25]([C:27]4[CH:32]=[CH:31][C:30]([Cl:33])=[C:29]([CH3:34])[CH:28]=4)[CH:24]=[C:23]([CH3:35])[N:22]=3)[CH:16]=2)[CH:12]=[CH:13][CH:14]=1)(=[O:8])=[O:7])(C)(C)C.C(O)(C(F)(F)F)=O. The catalyst is ClCCl. The product is [Cl:33][C:30]1[CH:31]=[CH:32][C:27]([C:25]2[CH:24]=[C:23]([CH3:35])[N:22]=[C:21]([C:17]3[CH:16]=[C:15]([C:11]4[CH:12]=[CH:13][CH:14]=[C:9]([S:6]([NH2:5])(=[O:8])=[O:7])[CH:10]=4)[CH:20]=[CH:19][CH:18]=3)[N:26]=2)=[CH:28][C:29]=1[CH3:34]. The yield is 0.650.